This data is from Full USPTO retrosynthesis dataset with 1.9M reactions from patents (1976-2016). The task is: Predict the reactants needed to synthesize the given product. (1) Given the product [Cl:8][C:5]1[CH:6]=[CH:7][C:2]([B:20]2[O:24][C:23]([CH3:26])([CH3:25])[C:22]([CH3:28])([CH3:27])[O:21]2)=[C:3]([F:10])[C:4]=1[CH3:9], predict the reactants needed to synthesize it. The reactants are: Br[C:2]1[CH:7]=[CH:6][C:5]([Cl:8])=[C:4]([CH3:9])[C:3]=1[F:10].C([Mg]Cl)(C)C.C(O[B:20]1[O:24][C:23]([CH3:26])([CH3:25])[C:22]([CH3:28])([CH3:27])[O:21]1)(C)C. (2) Given the product [F:1][C:2]1[CH:7]=[C:6]([CH:8]2[CH2:9][CH2:10][NH:11][CH2:12][CH2:13]2)[CH:5]=[CH:4][C:3]=1[C:14]1[O:15][C:16]2[C:22]([C:23]([NH2:25])=[O:24])=[CH:21][CH:20]=[CH:19][C:17]=2[N:18]=1, predict the reactants needed to synthesize it. The reactants are: [F:1][C:2]1[CH:7]=[C:6]([C:8]2[CH:13]=[CH:12][N:11]=[CH:10][CH:9]=2)[CH:5]=[CH:4][C:3]=1[C:14]1[O:15][C:16]2[C:22]([C:23]([NH2:25])=[O:24])=[CH:21][CH:20]=[CH:19][C:17]=2[N:18]=1.[H][H]. (3) Given the product [C:23]([NH:3][CH2:4][CH:5]1[CH2:8][N:7]([C:9]2[C:19]([C:20]#[N:21])=[CH:18][C:12]([C:13]([O:15][CH2:16][CH3:17])=[O:14])=[C:11]([CH3:22])[N:10]=2)[CH2:6]1)(=[O:30])[C:24]1[CH:29]=[CH:28][CH:27]=[CH:26][CH:25]=1, predict the reactants needed to synthesize it. The reactants are: Cl.Cl.[NH2:3][CH2:4][CH:5]1[CH2:8][N:7]([C:9]2[C:19]([C:20]#[N:21])=[CH:18][C:12]([C:13]([O:15][CH2:16][CH3:17])=[O:14])=[C:11]([CH3:22])[N:10]=2)[CH2:6]1.[C:23](Cl)(=[O:30])[C:24]1[CH:29]=[CH:28][CH:27]=[CH:26][CH:25]=1.CCN(C(C)C)C(C)C.CO. (4) Given the product [Cl:1][C:2]1[CH:3]=[C:4]([C@@H:16]([NH:23][C:24](=[O:44])[CH2:25][NH:26][C:27](=[O:43])[C:28]2[CH:33]=[C:32]([NH:34][C:35]3[NH:40][CH2:39][CH:38]([OH:41])[CH2:37][N:36]=3)[CH:31]=[C:30]([OH:42])[CH:29]=2)[CH2:17][C:18]([OH:20])=[O:19])[CH:5]=[C:6]([C:8]2([CH2:14][F:15])[CH2:13][CH2:12][O:11][CH2:10][CH2:9]2)[CH:7]=1, predict the reactants needed to synthesize it. The reactants are: [Cl:1][C:2]1[CH:3]=[C:4]([C@@H:16]([NH:23][C:24](=[O:44])[CH2:25][NH:26][C:27](=[O:43])[C:28]2[CH:33]=[C:32]([NH:34][C:35]3[NH:36][CH2:37][CH:38]([OH:41])[CH2:39][N:40]=3)[CH:31]=[C:30]([OH:42])[CH:29]=2)[CH2:17][C:18]([O:20]CC)=[O:19])[CH:5]=[C:6]([C:8]2([CH2:14][F:15])[CH2:13][CH2:12][O:11][CH2:10][CH2:9]2)[CH:7]=1.O.[OH-].[Li+].